This data is from Reaction yield outcomes from USPTO patents with 853,638 reactions. The task is: Predict the reaction yield, written as a fraction of the theoretical maximum amount of product (1.0 means a 100% yield; for example, 0.34 means a 34% yield). (1) The reactants are O.C(=O)([O-])[O-].[Na+].[Na+].[C:8]([C:12]1[CH:17]=[CH:16][C:15](B(O)O)=[CH:14][CH:13]=1)([CH3:11])([CH3:10])[CH3:9].Br[C:22]1[S:23][C:24](Br)=[CH:25][C:26]=1[Br:27]. The catalyst is O.C1COCC1.C1C=CC([P]([Pd]([P](C2C=CC=CC=2)(C2C=CC=CC=2)C2C=CC=CC=2)([P](C2C=CC=CC=2)(C2C=CC=CC=2)C2C=CC=CC=2)[P](C2C=CC=CC=2)(C2C=CC=CC=2)C2C=CC=CC=2)(C2C=CC=CC=2)C2C=CC=CC=2)=CC=1. The product is [Br:27][C:26]1[CH:25]=[C:24]([C:15]2[CH:16]=[CH:17][C:12]([C:8]([CH3:11])([CH3:10])[CH3:9])=[CH:13][CH:14]=2)[S:23][C:22]=1[C:15]1[CH:16]=[CH:17][C:12]([C:8]([CH3:11])([CH3:10])[CH3:9])=[CH:13][CH:14]=1. The yield is 0.890. (2) The yield is 0.900. The product is [OH:2][CH:1]([C:3]1[CH:4]=[CH:5][C:6]([CH2:7][N:8]2[C:13](=[O:14])[C:12]([CH2:15][C:16]3[CH:21]=[CH:20][C:19]([C:22]4[C:23]([C:28]#[N:29])=[CH:24][CH:25]=[CH:26][CH:27]=4)=[CH:18][CH:17]=3)=[C:11]([CH2:30][CH2:31][CH3:32])[N:10]3[N:33]=[CH:34][N:35]=[C:9]23)=[CH:36][CH:37]=1)[CH3:38]. The reactants are [CH:1]([C:3]1[CH:37]=[CH:36][C:6]([CH2:7][N:8]2[C:13](=[O:14])[C:12]([CH2:15][C:16]3[CH:21]=[CH:20][C:19]([C:22]4[C:23]([C:28]#[N:29])=[CH:24][CH:25]=[CH:26][CH:27]=4)=[CH:18][CH:17]=3)=[C:11]([CH2:30][CH2:31][CH3:32])[N:10]3[N:33]=[CH:34][N:35]=[C:9]23)=[CH:5][CH:4]=1)=[O:2].[CH3:38][Mg]Br.[Cl-].[NH4+]. The catalyst is O1CCCC1. (3) The reactants are [F:1][C:2]1[CH:3]=[C:4]([CH:8]=[CH:9][C:10]=1[N+:11]([O-:13])=[O:12])[C:5](Cl)=[O:6].[CH2:14]([N:16](CC)[CH2:17]C)C.CNC.O. The catalyst is C(Cl)Cl. The product is [F:1][C:2]1[CH:3]=[C:4]([CH:8]=[CH:9][C:10]=1[N+:11]([O-:13])=[O:12])[C:5]([N:16]([CH3:17])[CH3:14])=[O:6]. The yield is 0.500.